The task is: Predict the product of the given reaction.. This data is from Forward reaction prediction with 1.9M reactions from USPTO patents (1976-2016). (1) Given the reactants [NH2:1][C:2]1[N:10]=[CH:9][CH:8]=[CH:7][C:3]=1[C:4]([NH2:6])=[O:5].[Br:11][CH2:12][C:13]1[CH:18]=[CH:17][CH:16]=[C:15]([Cl:19])[CH:14]=1, predict the reaction product. The product is: [BrH:11].[Cl:19][C:15]1[CH:14]=[C:13]([CH:18]=[CH:17][CH:16]=1)[CH2:12][N:10]1[CH:9]=[CH:8][CH:7]=[C:3]([C:4]([NH2:6])=[O:5])[C:2]1=[NH:1]. (2) Given the reactants [C:1]([NH2:5])([CH3:4])([CH3:3])[CH3:2].[Cl:6][CH2:7][CH2:8][N:9]=[C:10]=[O:11], predict the reaction product. The product is: [C:1]([NH:5][C:10]([NH:9][CH2:8][CH2:7][Cl:6])=[O:11])([CH3:4])([CH3:3])[CH3:2]. (3) Given the reactants [CH:1]1([C@@H:4]([C:11]2[CH:16]=[CH:15][CH:14]=[C:13]([O:17][CH2:18][C:19]3[CH:24]=[N:23][C:22]([C:25]4[CH:30]=[C:29]([O:31][CH3:32])[CH:28]=[CH:27][C:26]=4[F:33])=[C:21]([C:34]4[S:35][C:36]([CH3:39])=[CH:37][CH:38]=4)[N:20]=3)[CH:12]=2)[CH2:5][C:6]([O:8]CC)=[O:7])[CH2:3][CH2:2]1.[OH-].[Na+], predict the reaction product. The product is: [CH:1]1([C@@H:4]([C:11]2[CH:16]=[CH:15][CH:14]=[C:13]([O:17][CH2:18][C:19]3[CH:24]=[N:23][C:22]([C:25]4[CH:30]=[C:29]([O:31][CH3:32])[CH:28]=[CH:27][C:26]=4[F:33])=[C:21]([C:34]4[S:35][C:36]([CH3:39])=[CH:37][CH:38]=4)[N:20]=3)[CH:12]=2)[CH2:5][C:6]([OH:8])=[O:7])[CH2:3][CH2:2]1. (4) Given the reactants Cl[C:2]1[CH:11]=[CH:10][C:9]2[C:4](=[CH:5][CH:6]=[C:7](Cl)[CH:8]=2)[N:3]=1.[CH3:13][O:14][C:15]1[CH:22]=[CH:21][CH:20]=[CH:19][C:16]=1[CH2:17][NH2:18].[CH3:23][N:24]1[C:28]([CH2:29][NH2:30])=[CH:27][N:26]=[CH:25]1, predict the reaction product. The product is: [CH3:13][O:14][C:15]1[CH:22]=[CH:21][CH:20]=[CH:19][C:16]=1[CH2:17][NH:18][C:2]1[CH:11]=[CH:10][C:9]2[C:4](=[CH:5][CH:6]=[C:7]([NH:30][CH2:29][C:28]3[N:24]([CH3:23])[CH:25]=[N:26][CH:27]=3)[CH:8]=2)[N:3]=1. (5) Given the reactants [NH:1]1[CH2:6][CH2:5][CH:4]([NH:7][C:8](=[O:14])[O:9][C:10]([CH3:13])([CH3:12])[CH3:11])[CH2:3][CH2:2]1.[CH2:15]([N:22]1[CH2:27][CH2:26][C:25](=O)[CH2:24][CH2:23]1)[C:16]1[CH:21]=[CH:20][CH:19]=[CH:18][CH:17]=1.[BH-](OC(C)=O)(OC(C)=O)OC(C)=O.[Na+].C([O-])([O-])=O.[K+].[K+], predict the reaction product. The product is: [CH2:15]([N:22]1[CH2:27][CH2:26][CH:25]([N:1]2[CH2:2][CH2:3][CH:4]([NH:7][C:8](=[O:14])[O:9][C:10]([CH3:11])([CH3:13])[CH3:12])[CH2:5][CH2:6]2)[CH2:24][CH2:23]1)[C:16]1[CH:21]=[CH:20][CH:19]=[CH:18][CH:17]=1. (6) The product is: [F:1][C:2]1[CH:7]=[CH:6][C:5](/[CH:8]=[CH:9]/[C:10]2[CH:15]=[C:14]([C:16]3[NH:20][C:19]([CH3:21])=[C:18]([C:22]([NH2:23])=[O:25])[CH:17]=3)[CH:13]=[CH:12][N:11]=2)=[CH:4][CH:3]=1. Given the reactants [F:1][C:2]1[CH:7]=[CH:6][C:5](/[CH:8]=[CH:9]/[C:10]2[CH:15]=[C:14]([C:16]3[NH:20][C:19]([CH3:21])=[C:18]([C:22]#[N:23])[CH:17]=3)[CH:13]=[CH:12][N:11]=2)=[CH:4][CH:3]=1.C(=O)([O-])[O-:25].[K+].[K+], predict the reaction product. (7) Given the reactants [C:1]([O:5][C:6]([N:8]1[CH2:12][CH2:11][CH2:10][C@H:9]1[C:13]1[NH:14][CH:15]=[C:16]([Br:18])[N:17]=1)=[O:7])([CH3:4])([CH3:3])[CH3:2].[CH3:19][C:20]([O:23][C:24](O[C:24]([O:23][C:20]([CH3:22])([CH3:21])[CH3:19])=[O:25])=[O:25])([CH3:22])[CH3:21].C(N(CC)CC)C.O, predict the reaction product. The product is: [C:20]([O:23][C:24]([N:17]1[C:16]([Br:18])=[CH:15][N:14]=[C:13]1[C@@H:9]1[CH2:10][CH2:11][CH2:12][N:8]1[C:6]([O:5][C:1]([CH3:4])([CH3:2])[CH3:3])=[O:7])=[O:25])([CH3:22])([CH3:21])[CH3:19].